Dataset: Full USPTO retrosynthesis dataset with 1.9M reactions from patents (1976-2016). Task: Predict the reactants needed to synthesize the given product. (1) The reactants are: CS(O[CH2:6][C@H:7]1[CH2:12][N:11]([S:13]([C:16]2[S:17][CH:18]=[CH:19][CH:20]=2)(=[O:15])=[O:14])[CH2:10][CH2:9][N:8]1[C:21]1[CH:26]=[CH:25][C:24]([C:27]([OH:33])([CH3:32])[C:28]([F:31])([F:30])[F:29])=[CH:23][CH:22]=1)(=O)=O.[NH2:34][C:35]1[CH:40]=[CH:39][CH:38]=[CH:37][CH:36]=1. Given the product [F:29][C:28]([F:30])([F:31])[C:27]([C:24]1[CH:25]=[CH:26][C:21]([N:8]2[CH2:9][CH2:10][N:11]([S:13]([C:16]3[S:17][CH:18]=[CH:19][CH:20]=3)(=[O:15])=[O:14])[CH2:12][C@@H:7]2[CH2:6][NH:34][C:35]2[CH:40]=[CH:39][CH:38]=[CH:37][CH:36]=2)=[CH:22][CH:23]=1)([OH:33])[CH3:32], predict the reactants needed to synthesize it. (2) Given the product [NH2:11][C:8]1[CH:7]=[C:4]([CH2:5][NH2:6])[CH:3]=[C:2]([Br:1])[C:9]=1[OH:10], predict the reactants needed to synthesize it. The reactants are: [Br:1][C:2]1[CH:3]=[C:4]([CH:7]=[C:8]([N+:11]([O-])=O)[C:9]=1[OH:10])[C:5]#[N:6].B.C1COCC1.B.Cl.